This data is from Catalyst prediction with 721,799 reactions and 888 catalyst types from USPTO. The task is: Predict which catalyst facilitates the given reaction. Reactant: C([Li])(C)(C)C.Br[C:7]1[CH:12]=[CH:11][C:10]([N:13]2[CH2:18][CH:17]([CH3:19])[O:16][CH:15]([CH3:20])[CH2:14]2)=[C:9]([CH:21]2[O:25]CCO2)[CH:8]=1.CON(C)[C:29](=[O:31])[CH3:30]. The catalyst class is: 1. Product: [C:29]([C:7]1[CH:12]=[CH:11][C:10]([N:13]2[CH2:14][CH:15]([CH3:20])[O:16][CH:17]([CH3:19])[CH2:18]2)=[C:9]([CH:8]=1)[CH:21]=[O:25])(=[O:31])[CH3:30].